This data is from Forward reaction prediction with 1.9M reactions from USPTO patents (1976-2016). The task is: Predict the product of the given reaction. (1) Given the reactants [NH:1]1[CH2:7][C:5](=[O:6])[NH:4][C:2]1=[O:3].[CH:8]1([NH:11][C:12]2[N:17]3[N:18]=[CH:19][C:20]([CH:21]=O)=[C:16]3[N:15]=[C:14]([N:23]3[CH2:28][CH2:27][N:26]([C:29]4[N:36]=[CH:35][CH:34]=[CH:33][C:30]=4[C:31]#[N:32])[CH2:25][CH2:24]3)[CH:13]=2)[CH2:10][CH2:9]1.N1CCCCC1, predict the reaction product. The product is: [CH:8]1([NH:11][C:12]2[N:17]3[N:18]=[CH:19][C:20]([CH:21]=[C:7]4[C:5](=[O:6])[NH:4][C:2](=[O:3])[NH:1]4)=[C:16]3[N:15]=[C:14]([N:23]3[CH2:28][CH2:27][N:26]([C:29]4[N:36]=[CH:35][CH:34]=[CH:33][C:30]=4[C:31]#[N:32])[CH2:25][CH2:24]3)[CH:13]=2)[CH2:9][CH2:10]1. (2) Given the reactants C(OC([N:8]1[CH2:13][CH2:12][CH:11]([CH2:14][N:15]([C@@H:26]([C:31](=[O:33])[NH2:32])[CH2:27][CH:28]([CH3:30])[CH3:29])[S:16]([C:19]2[CH:24]=[CH:23][C:22]([Cl:25])=[CH:21][CH:20]=2)(=[O:18])=[O:17])[CH2:10][CH2:9]1)=O)(C)(C)C.FC(F)(F)C(O)=O, predict the reaction product. The product is: [Cl:25][C:22]1[CH:23]=[CH:24][C:19]([S:16]([N:15]([C@H:26]([CH2:27][CH:28]([CH3:30])[CH3:29])[C:31]([NH2:32])=[O:33])[CH2:14][CH:11]2[CH2:10][CH2:9][NH:8][CH2:13][CH2:12]2)(=[O:17])=[O:18])=[CH:20][CH:21]=1. (3) Given the reactants [N:1]1[C:6]([C:7]([O:9][CH2:10][CH3:11])=[O:8])=[N:5][C:4]([C:12]([O:14][CH2:15][CH3:16])=[O:13])=[N:3][C:2]=1[C:17](OCC)=O.[Cl-].NC(=[NH2+])C, predict the reaction product. The product is: [NH2:1][C:2]1[N:3]=[C:4]([C:12]([O:14][CH2:15][CH3:16])=[O:13])[N:5]=[C:6]([C:7]([O:9][CH2:10][CH3:11])=[O:8])[CH:17]=1. (4) The product is: [C:18]([O:17][C:15]([NH:14][C@@H:8]([CH2:9][CH2:10][C:11]([O:13][CH2:41][C:40]#[C:39][CH2:38][O:37][N+:34]([O-:36])=[O:35])=[O:12])[C:6]([O:5][C:1]([CH3:4])([CH3:3])[CH3:2])=[O:7])=[O:16])([CH3:21])([CH3:20])[CH3:19]. Given the reactants [C:1]([O:5][C:6]([C@@H:8]([NH:14][C:15]([O:17][C:18]([CH3:21])([CH3:20])[CH3:19])=[O:16])[CH2:9][CH2:10][C:11]([OH:13])=[O:12])=[O:7])([CH3:4])([CH3:3])[CH3:2].Cl.CN(C)CCCN=C=NCC.[N+:34]([O:37][CH2:38][C:39]#[C:40][CH2:41]O)([O-:36])=[O:35], predict the reaction product. (5) Given the reactants Br[CH2:2][C:3]1[CH:8]=[CH:7][CH:6]=[CH:5][CH:4]=1.C([O-])([O-])=O.[Na+].[Na+].[NH:15]1[C:19]([C:20]2[CH:21]=[C:22]([C:26]3[CH:27]=[CH:28][C:29]4[O:33][C:32]([C:34]5[CH:39]=[CH:38][C:37]([F:40])=[CH:36][CH:35]=5)=[C:31]([C:41]([NH:43][CH3:44])=[O:42])[C:30]=4[CH:45]=3)[CH:23]=[CH:24][CH:25]=2)=[CH:18][CH:17]=[N:16]1, predict the reaction product. The product is: [CH2:2]([N:15]1[C:19]([C:20]2[CH:21]=[C:22]([C:26]3[CH:27]=[CH:28][C:29]4[O:33][C:32]([C:34]5[CH:39]=[CH:38][C:37]([F:40])=[CH:36][CH:35]=5)=[C:31]([C:41]([NH:43][CH3:44])=[O:42])[C:30]=4[CH:45]=3)[CH:23]=[CH:24][CH:25]=2)=[CH:18][CH:17]=[N:16]1)[C:3]1[CH:8]=[CH:7][CH:6]=[CH:5][CH:4]=1. (6) Given the reactants [CH3:1][O:2][C:3]1[CH:28]=[CH:27][C:6]([CH2:7][N:8]2[C:12]3=[N:13][CH:14]=[CH:15][C:16]([O:17][C:18]4[CH:23]=[CH:22][C:21]([NH2:24])=[CH:20][C:19]=4[F:25])=[C:11]3[C:10](I)=[N:9]2)=[CH:5][CH:4]=1.[CH3:29][N:30]([CH3:37])[CH:31]1[CH2:36][CH2:35][NH:34][CH2:33][CH2:32]1.N1CCC[C@H]1C(O)=O.C([O-])([O-])=O.[K+].[K+], predict the reaction product. The product is: [NH2:24][C:21]1[CH:22]=[CH:23][C:18]([O:17][C:16]2[CH:15]=[CH:14][N:13]=[C:12]3[N:8]([CH2:7][C:6]4[CH:27]=[CH:28][C:3]([O:2][CH3:1])=[CH:4][CH:5]=4)[N:9]=[C:10]([N:34]4[CH2:35][CH2:36][CH:31]([N:30]([CH3:37])[CH3:29])[CH2:32][CH2:33]4)[C:11]=23)=[C:19]([F:25])[CH:20]=1. (7) Given the reactants [CH2:1]([N:8]1[CH2:13][CH2:12][NH:11][C@@H:10]([CH2:14][CH2:15][OH:16])[CH2:9]1)[C:2]1[CH:7]=[CH:6][CH:5]=[CH:4][CH:3]=1.[Br:17][C:18]1[CH:23]=[CH:22][CH:21]=[C:20]([CH3:24])[C:19]=1O.N(C(OC(C)(C)C)=O)=NC(OC(C)(C)C)=O.C1(P(C2C=CC=CC=2)C2C=CC=CC=2)C=CC=CC=1, predict the reaction product. The product is: [CH2:1]([N:8]1[CH2:13][CH2:12][NH:11][C@@H:10]([CH2:14][CH2:15][O:16][C:19]2[C:20]([CH3:24])=[CH:21][CH:22]=[CH:23][C:18]=2[Br:17])[CH2:9]1)[C:2]1[CH:3]=[CH:4][CH:5]=[CH:6][CH:7]=1.